From a dataset of HIV replication inhibition screening data with 41,000+ compounds from the AIDS Antiviral Screen. Binary Classification. Given a drug SMILES string, predict its activity (active/inactive) in a high-throughput screening assay against a specified biological target. (1) The compound is CC(NC(=O)C(N)Cc1ccc(O)cn1)C(=O)O. The result is 0 (inactive). (2) The compound is COC(=O)Cc1c(C2C(CC(=O)OC)c3ccccc3N2C2OC(CO)C(O)C(O)C2O)[nH]c2ccccc12. The result is 0 (inactive). (3) The molecule is S=c1nnn(C2CCCN2)[nH]1. The result is 0 (inactive). (4) The molecule is CCCCCCCCCCCCCCCCCCOP1(=O)OCCO1. The result is 0 (inactive). (5) The molecule is O=C1OCOC2(CCCC2)C1c1ccccc1. The result is 0 (inactive). (6) The molecule is OCC=Cc1ccc(Cl)cc1. The result is 0 (inactive).